This data is from Catalyst prediction with 721,799 reactions and 888 catalyst types from USPTO. The task is: Predict which catalyst facilitates the given reaction. (1) Reactant: [Br:1][C:2]1[CH:3]=[C:4]([C:9]([F:12])([F:11])[F:10])[CH:5]=[CH:6][C:7]=1F.[F:13][C:14]1[CH:19]=[C:18]([F:20])[CH:17]=[CH:16][C:15]=1[OH:21].C(=O)([O-])[O-].[K+].[K+]. Product: [Br:1][C:2]1[CH:3]=[C:4]([C:9]([F:12])([F:11])[F:10])[CH:5]=[CH:6][C:7]=1[O:21][C:15]1[CH:16]=[CH:17][C:18]([F:20])=[CH:19][C:14]=1[F:13]. The catalyst class is: 9. (2) Reactant: [NH2:1][C:2]1[N:3]=[CH:4][C:5]([C:18]2[CH:45]=[CH:44][C:21]([CH2:22][NH:23][CH:24]3[CH2:29][CH2:28][N:27](C(OC(C)(C)C)=O)[C@@H:26]([C:37]([O:39][C:40]([CH3:43])([CH3:42])[CH3:41])=[O:38])[CH2:25]3)=[CH:20][CH:19]=2)=[N:6][C:7]=1[NH:8][CH2:9][C:10]1[C:15]([Cl:16])=[CH:14][CH:13]=[CH:12][C:11]=1[Cl:17].Cl.[OH-].[Na+]. Product: [NH2:1][C:2]1[N:3]=[CH:4][C:5]([C:18]2[CH:19]=[CH:20][C:21]([CH2:22][NH:23][CH:24]3[CH2:29][CH2:28][NH:27][C@@H:26]([C:37]([O:39][C:40]([CH3:41])([CH3:43])[CH3:42])=[O:38])[CH2:25]3)=[CH:44][CH:45]=2)=[N:6][C:7]=1[NH:8][CH2:9][C:10]1[C:15]([Cl:16])=[CH:14][CH:13]=[CH:12][C:11]=1[Cl:17]. The catalyst class is: 12. (3) Reactant: [CH2:1]([N:8]1[CH2:13][CH2:12][CH2:11][CH2:10][CH2:9]1)[CH:2]1[CH2:7][CH2:6][NH:5][CH2:4][CH2:3]1.[C:14]1([CH:20]([C:25]2[CH:30]=[CH:29][CH:28]=[CH:27][CH:26]=2)[CH2:21][C:22](O)=[O:23])[CH:19]=[CH:18][CH:17]=[CH:16][CH:15]=1.CCN=C=NCCCN(C)C.Cl. Product: [C:25]1([CH:20]([C:14]2[CH:15]=[CH:16][CH:17]=[CH:18][CH:19]=2)[CH2:21][C:22]([N:5]2[CH2:4][CH2:3][CH:2]([CH2:1][N:8]3[CH2:13][CH2:12][CH2:11][CH2:10][CH2:9]3)[CH2:7][CH2:6]2)=[O:23])[CH:26]=[CH:27][CH:28]=[CH:29][CH:30]=1. The catalyst class is: 79. (4) Reactant: [N:1]12[CH2:8][CH2:7][CH:4]([CH2:5][CH2:6]1)[CH:3]([O:9][C:10](=[O:22])[NH:11][C:12]([C:15]1[CH:20]=[CH:19][CH:18]=[C:17](Br)[CH:16]=1)([CH3:14])[CH3:13])[CH2:2]2.[F:23][C:24]1[CH:29]=[CH:28][C:27](B(O)O)=[CH:26][CH:25]=1. Product: [N:1]12[CH2:8][CH2:7][CH:4]([CH2:5][CH2:6]1)[CH:3]([O:9][C:10](=[O:22])[NH:11][C:12]([C:15]1[CH:16]=[C:17]([C:27]3[CH:28]=[CH:29][C:24]([F:23])=[CH:25][CH:26]=3)[CH:18]=[CH:19][CH:20]=1)([CH3:14])[CH3:13])[CH2:2]2. The catalyst class is: 167.